Dataset: Catalyst prediction with 721,799 reactions and 888 catalyst types from USPTO. Task: Predict which catalyst facilitates the given reaction. (1) Product: [NH2:10][C:11]1[C:20]2=[N:21][N:22]([CH2:32][CH3:33])[C:23]([CH2:24][C:25]3([OH:31])[CH2:30][CH2:29][N:28]([S:2]([CH3:1])(=[O:5])=[O:3])[CH2:27][CH2:26]3)=[C:19]2[C:18]2[CH:17]=[CH:16][CH:15]=[CH:14][C:13]=2[N:12]=1. Reactant: [CH3:1][S:2]([O:5]S(C)(=O)=O)(=O)=[O:3].[NH2:10][C:11]1[C:20]2=[N:21][N:22]([CH2:32][CH3:33])[C:23]([CH2:24][C:25]3([OH:31])[CH2:30][CH2:29][NH:28][CH2:27][CH2:26]3)=[C:19]2[C:18]2[CH:17]=[CH:16][CH:15]=[CH:14][C:13]=2[N:12]=1.C(=O)([O-])[O-].[Na+].[Na+]. The catalyst class is: 22. (2) Reactant: Cl[C:2]1[C:11]2[C:6](=[CH:7][C:8]([O:14][CH3:15])=[C:9]([O:12][CH3:13])[CH:10]=2)[N:5]=[CH:4][C:3]=1[C:16]([NH2:18])=[O:17].[NH2:19][C:20]1[C:21]([CH3:29])=[C:22]([CH:26]=[CH:27][CH:28]=1)[C:23]([NH2:25])=[O:24].C(O)(=O)C.[OH-].[Na+]. Product: [NH2:25][C:23]([C:22]1[C:21]([CH3:29])=[C:20]([CH:28]=[CH:27][CH:26]=1)[NH:19][C:2]1[C:11]2[C:6](=[CH:7][C:8]([O:14][CH3:15])=[C:9]([O:12][CH3:13])[CH:10]=2)[N:5]=[CH:4][C:3]=1[C:16]([NH2:18])=[O:17])=[O:24]. The catalyst class is: 18.